Dataset: Catalyst prediction with 721,799 reactions and 888 catalyst types from USPTO. Task: Predict which catalyst facilitates the given reaction. (1) Reactant: [Cl:1][C:2]1[CH:3]=[C:4]([CH:8]=[CH:9][C:10]=1[F:11])[C:5]([OH:7])=O.CN(C(ON1N=NC2C=CC=CC1=2)=[N+](C)C)C.[B-](F)(F)(F)F.CN1CCOCC1.[CH:41]1([C@H:44]([NH:51][CH3:52])[CH2:45][N:46]2[CH2:50][CH2:49][CH2:48][CH2:47]2)[CH2:43][CH2:42]1.[OH-].[K+]. The catalyst class is: 2. Product: [Cl:1][C:2]1[CH:3]=[C:4]([CH:8]=[CH:9][C:10]=1[F:11])[C:5]([N:51]([C@@H:44]([CH:41]1[CH2:43][CH2:42]1)[CH2:45][N:46]1[CH2:47][CH2:48][CH2:49][CH2:50]1)[CH3:52])=[O:7]. (2) Reactant: C[O:2][C:3]1[CH:4]=[C:5]([C:11]2[CH:16]=[CH:15][CH:14]=[C:13]([O:17]C)[CH:12]=2)[CH:6]=[C:7]([O:9]C)[CH:8]=1.B(Br)(Br)Br. Product: [OH:2][C:3]1[CH:4]=[C:5]([C:11]2[CH:16]=[CH:15][CH:14]=[C:13]([OH:17])[CH:12]=2)[CH:6]=[C:7]([OH:9])[CH:8]=1. The catalyst class is: 2.